From a dataset of Forward reaction prediction with 1.9M reactions from USPTO patents (1976-2016). Predict the product of the given reaction. (1) Given the reactants C[O:2][C:3](=[O:25])[C:4]1[CH:9]=[CH:8][CH:7]=[C:6]([C:10]2[CH:15]=[N:14][CH:13]=[C:12]([C:16]3[CH:21]=[CH:20][C:19]([OH:22])=[C:18]([O:23][CH3:24])[CH:17]=3)[N:11]=2)[CH:5]=1.[OH-].[Na+].Cl, predict the reaction product. The product is: [OH:22][C:19]1[CH:20]=[CH:21][C:16]([C:12]2[N:11]=[C:10]([C:6]3[CH:5]=[C:4]([CH:9]=[CH:8][CH:7]=3)[C:3]([OH:25])=[O:2])[CH:15]=[N:14][CH:13]=2)=[CH:17][C:18]=1[O:23][CH3:24]. (2) Given the reactants [N:1]1[C:10]2[C:5](=[CH:6][CH:7]=[CH:8][CH:9]=2)[CH:4]=[C:3]([CH2:11][S:12]([CH2:15][C@@H:16]([N:20]([OH:23])[CH:21]=[O:22])[CH2:17][CH2:18][CH3:19])(=[O:14])=[O:13])[CH:2]=1.N1C2C(=CC=CC=2)C=C(CS(C[C@@H](NO)CCC)(=O)=O)C=1, predict the reaction product. The product is: [N:1]1[C:10]2[C:5](=[CH:6][CH:7]=[CH:8][CH:9]=2)[CH:4]=[C:3]([CH2:11][S:12]([CH2:15][C@@H:16]([N:20]([OH:23])[CH:21]=[O:22])[CH2:17][CH2:18][CH3:19])(=[O:14])=[O:13])[CH:2]=1.